From a dataset of Forward reaction prediction with 1.9M reactions from USPTO patents (1976-2016). Predict the product of the given reaction. (1) Given the reactants [Cl:1][CH:2]([CH3:8])[CH2:3][CH2:4][C:5](Cl)=[O:6].[C:9]1([C:15]([C:18]2[CH:23]=[CH:22][CH:21]=[CH:20][CH:19]=2)=[N:16][NH2:17])[CH:14]=[CH:13][CH:12]=[CH:11][CH:10]=1.N1C=CC=CC=1.C(OCC)(=O)C, predict the reaction product. The product is: [Cl:1][CH:2]([CH3:8])[CH2:3][CH2:4][C:5]([NH:17][N:16]=[C:15]([C:9]1[CH:14]=[CH:13][CH:12]=[CH:11][CH:10]=1)[C:18]1[CH:23]=[CH:22][CH:21]=[CH:20][CH:19]=1)=[O:6]. (2) Given the reactants [NH2:1][C:2]1[C:10]([Cl:11])=[CH:9][C:5]([C:6]([OH:8])=[O:7])=[C:4]([O:12][CH3:13])[CH:3]=1.Cl.C(N=C=NCCCN(C)C)C.[C:26](O)([CH3:29])([CH3:28])[CH3:27], predict the reaction product. The product is: [NH2:1][C:2]1[C:10]([Cl:11])=[CH:9][C:5]([C:6]([O:8][C:26]([CH3:29])([CH3:28])[CH3:27])=[O:7])=[C:4]([O:12][CH3:13])[CH:3]=1. (3) Given the reactants [F:1][C:2]1[CH:7]=[CH:6][C:5]([C:8]2O[C:11]([CH2:13][N:14]([CH2:27][C:28]([F:31])([F:30])[F:29])[C:15]3[CH:22]=[CH:21][C:18]([C:19]#[N:20])=[C:17]([C:23]([F:26])([F:25])[F:24])[CH:16]=3)=[N:10][N:9]=2)=[CH:4][CH:3]=1.[CH2:32]([NH2:39])[C:33]1[CH:38]=[CH:37][CH:36]=[CH:35][CH:34]=1.[Mg+2].[Cl-].[Cl-], predict the reaction product. The product is: [F:1][C:2]1[CH:7]=[CH:6][C:5]([C:8]2[N:39]([CH2:32][C:33]3[CH:38]=[CH:37][CH:36]=[CH:35][CH:34]=3)[C:11]([CH2:13][N:14]([CH2:27][C:28]([F:31])([F:30])[F:29])[C:15]3[CH:22]=[CH:21][C:18]([C:19]#[N:20])=[C:17]([C:23]([F:26])([F:25])[F:24])[CH:16]=3)=[N:10][N:9]=2)=[CH:4][CH:3]=1. (4) Given the reactants [C:1]([C:3]1[CH:11]=[CH:10][C:6]([C:7]([OH:9])=[O:8])=[C:5]([O:12][CH3:13])[CH:4]=1)#[N:2].O.[C:15]1(C)C=CC(S(O)(=O)=O)=CC=1, predict the reaction product. The product is: [CH3:15][O:8][C:7](=[O:9])[C:6]1[CH:10]=[CH:11][C:3]([C:1]#[N:2])=[CH:4][C:5]=1[O:12][CH3:13].